This data is from Full USPTO retrosynthesis dataset with 1.9M reactions from patents (1976-2016). The task is: Predict the reactants needed to synthesize the given product. (1) Given the product [C:1]([N:8]1[CH2:9][CH2:10][N:11]([CH2:31][CH2:30][C:28]2[CH:27]=[CH:26][N:25]=[C:24]([C:22]#[N:23])[CH:29]=2)[CH2:12][CH2:13]1)([O:3][C:4]([CH3:7])([CH3:6])[CH3:5])=[O:2], predict the reactants needed to synthesize it. The reactants are: [C:1]([N:8]1[CH2:13][CH2:12][NH:11][CH2:10][CH2:9]1)([O:3][C:4]([CH3:7])([CH3:6])[CH3:5])=[O:2].[Na+].[I-].C([O-])([O-])=O.[K+].[K+].[C:22]([C:24]1[CH:29]=[C:28]([CH2:30][CH2:31]OS(C2C=CC=CC=2)(=O)=O)[CH:27]=[CH:26][N:25]=1)#[N:23].C(C1C=C(CCCl)C=CN=1)#N. (2) Given the product [CH3:24][O:25][C:26]1[CH:31]=[CH:30][C:29]([CH2:32][NH:33][C:11]2[CH:20]=[CH:19][C:14]([C:15]([O:17][CH3:18])=[O:16])=[CH:13][C:12]=2[N+:21]([O-:23])=[O:22])=[CH:28][CH:27]=1, predict the reactants needed to synthesize it. The reactants are: CCN(C(C)C)C(C)C.F[C:11]1[CH:20]=[CH:19][C:14]([C:15]([O:17][CH3:18])=[O:16])=[CH:13][C:12]=1[N+:21]([O-:23])=[O:22].[CH3:24][O:25][C:26]1[CH:31]=[CH:30][C:29]([CH2:32][NH2:33])=[CH:28][CH:27]=1. (3) Given the product [O:28]=[C:29]1[NH:37][C:32]2=[N:33][CH:34]=[CH:35][CH:36]=[C:31]2[C:30]21[CH2:48][C:40]1[CH:41]=[N:42][C:43]([C:45]([NH:1][C@H:2]3[C:15](=[O:16])[N:14]([CH2:17][C:18]4[CH:23]=[CH:22][C:21]([C:24]([F:26])([F:25])[F:27])=[CH:20][CH:19]=4)[CH2:13][C:5]4[C:6]5[CH:7]=[N:8][NH:9][C:10]=5[CH:11]=[CH:12][C:4]=4[CH2:3]3)=[O:46])=[CH:44][C:39]=1[CH2:38]2, predict the reactants needed to synthesize it. The reactants are: [NH2:1][C@H:2]1[C:15](=[O:16])[N:14]([CH2:17][C:18]2[CH:23]=[CH:22][C:21]([C:24]([F:27])([F:26])[F:25])=[CH:20][CH:19]=2)[CH2:13][C:5]2[C:6]3[CH:7]=[N:8][NH:9][C:10]=3[CH:11]=[CH:12][C:4]=2[CH2:3]1.[O:28]=[C:29]1[NH:37][C:32]2=[N:33][CH:34]=[CH:35][CH:36]=[C:31]2[C:30]21[CH2:48][C:40]1[CH:41]=[N:42][C:43]([C:45](O)=[O:46])=[CH:44][C:39]=1[CH2:38]2.C1C=CC2N(O)N=NC=2C=1.C(Cl)CCl. (4) Given the product [Si:1]([O:8][CH2:9][CH:10]([NH:17][C:18](=[O:24])[O:19][C:20]([CH3:21])([CH3:22])[CH3:23])[C:11](=[O:12])[CH2:25][CH3:26])([C:4]([CH3:5])([CH3:6])[CH3:7])([CH3:2])[CH3:3], predict the reactants needed to synthesize it. The reactants are: [Si:1]([O:8][CH2:9][CH:10]([NH:17][C:18](=[O:24])[O:19][C:20]([CH3:23])([CH3:22])[CH3:21])[C:11](N(OC)C)=[O:12])([C:4]([CH3:7])([CH3:6])[CH3:5])([CH3:3])[CH3:2].[CH3:25][CH2:26][Mg+].[Br-]. (5) Given the product [Br:1][C:2]1[CH:3]=[CH:4][C:5]([F:11])=[C:6]([CH2:8][CH2:9][N:26]2[CH2:27][CH2:28][N:23]([C:19]3[CH:18]=[CH:17][CH:16]=[C:15]4[C:20]=3[CH:21]=[CH:22][C:13]([CH3:12])=[N:14]4)[CH2:24][CH2:25]2)[CH:7]=1, predict the reactants needed to synthesize it. The reactants are: [Br:1][C:2]1[CH:3]=[CH:4][C:5]([F:11])=[C:6]([CH2:8][CH:9]=O)[CH:7]=1.[CH3:12][C:13]1[CH:22]=[CH:21][C:20]2[C:15](=[CH:16][CH:17]=[CH:18][C:19]=2[N:23]2[CH2:28][CH2:27][NH:26][CH2:25][CH2:24]2)[N:14]=1.C(O[BH-](OC(=O)C)OC(=O)C)(=O)C.[Na+]. (6) Given the product [Br:16][C:17]1[CH:18]=[C:19]([CH:22]=[C:23]([Br:26])[C:24]=1[O:8][S:1]([C:4]([F:7])([F:6])[F:5])(=[O:3])=[O:2])[CH:20]=[O:21], predict the reactants needed to synthesize it. The reactants are: [S:1]([O:8]S(C(F)(F)F)(=O)=O)([C:4]([F:7])([F:6])[F:5])(=[O:3])=[O:2].[Br:16][C:17]1[CH:18]=[C:19]([CH:22]=[C:23]([Br:26])[C:24]=1O)[CH:20]=[O:21].O.